This data is from Full USPTO retrosynthesis dataset with 1.9M reactions from patents (1976-2016). The task is: Predict the reactants needed to synthesize the given product. Given the product [ClH:26].[NH2:18][C@@H:13]([C:4]1[CH:5]=[CH:6][C:7]([O:8][C:9]([F:10])([F:11])[F:12])=[C:2]([F:1])[CH:3]=1)[C:14]([CH3:16])([OH:17])[CH3:15], predict the reactants needed to synthesize it. The reactants are: [F:1][C:2]1[CH:3]=[C:4]([C@H:13]([NH:18]C(=O)OC(C)(C)C)[C:14]([OH:17])([CH3:16])[CH3:15])[CH:5]=[CH:6][C:7]=1[O:8][C:9]([F:12])([F:11])[F:10].[ClH:26].C(OCC)(=O)C.